This data is from Reaction yield outcomes from USPTO patents with 853,638 reactions. The task is: Predict the reaction yield, written as a fraction of the theoretical maximum amount of product (1.0 means a 100% yield; for example, 0.34 means a 34% yield). (1) The reactants are [CH3:1][NH:2][CH:3]1[CH2:8][CH2:7][N:6]([C:9]([O:11][C:12]([CH3:15])([CH3:14])[CH3:13])=[O:10])[CH2:5][CH2:4]1.CCN(C(C)C)C(C)C.[C:25]([Cl:28])(Cl)=[O:26]. The catalyst is C1COCC1. The product is [Cl:28][C:25]([N:2]([CH3:1])[CH:3]1[CH2:4][CH2:5][N:6]([C:9]([O:11][C:12]([CH3:14])([CH3:13])[CH3:15])=[O:10])[CH2:7][CH2:8]1)=[O:26]. The yield is 0.670. (2) The reactants are [Cl:1][C:2]1[N:7]=[CH:6][C:5]([CH2:8][C:9]([OH:11])=O)=[CH:4][C:3]=1[CH3:12].[NH2:13][C:14]1[N:19]=[CH:18][C:17]([N:20]2[CH2:25][CH2:24][N:23]([C:26](=[O:28])[CH3:27])[CH2:22][CH2:21]2)=[CH:16][CH:15]=1.F[P-](F)(F)(F)(F)F.N1(OC(N(C)C)=[N+](C)C)C2N=CC=CC=2N=N1.CCN(C(C)C)C(C)C. The catalyst is CN(C=O)C.C(OCC)(=O)C. The product is [C:26]([N:23]1[CH2:22][CH2:21][N:20]([C:17]2[CH:16]=[CH:15][C:14]([NH:13][C:9](=[O:11])[CH2:8][C:5]3[CH:6]=[N:7][C:2]([Cl:1])=[C:3]([CH3:12])[CH:4]=3)=[N:19][CH:18]=2)[CH2:25][CH2:24]1)(=[O:28])[CH3:27]. The yield is 1.00. (3) The reactants are [I:1][C:2]1[CH:7]=[CH:6][CH:5]=[C:4](/[CH:8]=[CH:9]/[C:10]2[CH:15]=[CH:14][C:13]([O:16]C)=[CH:12][CH:11]=2)[CH:3]=1.B(Br)(Br)Br.O. The catalyst is C(Cl)Cl. The product is [I:1][C:2]1[CH:3]=[C:4]([CH:5]=[CH:6][CH:7]=1)/[CH:8]=[CH:9]/[C:10]1[CH:15]=[CH:14][C:13]([OH:16])=[CH:12][CH:11]=1. The yield is 0.920. (4) The reactants are [C:1]1([C:7]2([C:13]3[CH:18]=[CH:17][CH:16]=[CH:15][CH:14]=3)[CH2:12][CH2:11][NH:10][CH2:9][CH2:8]2)[CH:6]=[CH:5][CH:4]=[CH:3][CH:2]=1.[CH:19]([C:21]1[CH:36]=[CH:35][C:24]([O:25][C:26]2[CH:34]=[CH:33][C:29]([C:30]([NH2:32])=[O:31])=[CH:28][N:27]=2)=[CH:23][CH:22]=1)=O.C(O[BH-](OC(=O)C)OC(=O)C)(=O)C.[Na+].C(O)(=O)C. The catalyst is ClCCCl.CO.C(Cl)Cl. The product is [C:1]1([C:7]2([C:13]3[CH:18]=[CH:17][CH:16]=[CH:15][CH:14]=3)[CH2:8][CH2:9][N:10]([CH2:19][C:21]3[CH:36]=[CH:35][C:24]([O:25][C:26]4[CH:34]=[CH:33][C:29]([C:30]([NH2:32])=[O:31])=[CH:28][N:27]=4)=[CH:23][CH:22]=3)[CH2:11][CH2:12]2)[CH:2]=[CH:3][CH:4]=[CH:5][CH:6]=1. The yield is 0.450.